From a dataset of Reaction yield outcomes from USPTO patents with 853,638 reactions. Predict the reaction yield, written as a fraction of the theoretical maximum amount of product (1.0 means a 100% yield; for example, 0.34 means a 34% yield). (1) The reactants are FC(F)(F)S([O:6][Si:7]([CH3:10])([CH3:9])[CH3:8])(=O)=O.[C:13]([O:17][C:18]([N:20]1[CH2:25][CH2:24][C:23](=O)[CH:22]([CH3:27])[CH2:21]1)=[O:19])([CH3:16])([CH3:15])[CH3:14].C(N(CC)CC)C. The catalyst is C1(C)C=CC=CC=1. The product is [C:13]([O:17][C:18]([N:20]1[CH2:25][CH2:24][C:23]([O:6][Si:7]([CH3:10])([CH3:9])[CH3:8])=[C:22]([CH3:27])[CH2:21]1)=[O:19])([CH3:16])([CH3:14])[CH3:15]. The yield is 0.750. (2) The reactants are Br[C:2]1[CH:3]=[C:4]([CH:6]=[CH:7][CH:8]=1)[NH2:5].[CH:9]1(B(O)O)[CH2:11][CH2:10]1.C(=O)([O-])[O-].[Cs+].[Cs+]. The catalyst is O1CCOCC1.O.C1C=CC([P]([Pd]([P](C2C=CC=CC=2)(C2C=CC=CC=2)C2C=CC=CC=2)([P](C2C=CC=CC=2)(C2C=CC=CC=2)C2C=CC=CC=2)[P](C2C=CC=CC=2)(C2C=CC=CC=2)C2C=CC=CC=2)(C2C=CC=CC=2)C2C=CC=CC=2)=CC=1. The product is [CH:9]1([C:2]2[CH:3]=[C:4]([CH:6]=[CH:7][CH:8]=2)[NH2:5])[CH2:11][CH2:10]1. The yield is 0.388.